From a dataset of Catalyst prediction with 721,799 reactions and 888 catalyst types from USPTO. Predict which catalyst facilitates the given reaction. (1) Reactant: [O:1]([CH:8]([CH3:13])[C:9]([O:11]C)=[O:10])[C:2]1[CH:7]=[CH:6][CH:5]=[CH:4][CH:3]=1.[Li+].[OH-].O.Cl. Product: [O:1]([CH:8]([CH3:13])[C:9]([OH:11])=[O:10])[C:2]1[CH:7]=[CH:6][CH:5]=[CH:4][CH:3]=1. The catalyst class is: 1. (2) Reactant: [NH:1]1[C:9]2[C:4](=[CH:5][CH:6]=[CH:7][C:8]=2[C:10]([OH:12])=O)[CH:3]=[CH:2]1.CN(C(ON1N=NC2C=CC=CC1=2)=[N+](C)C)C.[B-](F)(F)(F)F.C(N(CC)C(C)C)(C)C.[C:44]([C:48]1[CH:65]=[CH:64][C:51]([CH2:52][NH:53][CH2:54][CH2:55][C:56]2[CH:61]=[CH:60][CH:59]=[C:58]([O:62][CH3:63])[CH:57]=2)=[CH:50][CH:49]=1)([CH3:47])([CH3:46])[CH3:45]. Product: [C:44]([C:48]1[CH:65]=[CH:64][C:51]([CH2:52][N:53]([CH2:54][CH2:55][C:56]2[CH:61]=[CH:60][CH:59]=[C:58]([O:62][CH3:63])[CH:57]=2)[C:10]([C:8]2[CH:7]=[CH:6][CH:5]=[C:4]3[C:9]=2[NH:1][CH:2]=[CH:3]3)=[O:12])=[CH:50][CH:49]=1)([CH3:47])([CH3:45])[CH3:46]. The catalyst class is: 18. (3) The catalyst class is: 241. Reactant: [Cl:1][C:2]1[CH:7]=[C:6]([N:8]2[CH2:13][CH2:12][O:11][CH2:10][CH2:9]2)[N:5]=[C:4]([C:14]([OH:16])=O)[CH:3]=1.C(Cl)CCl.[CH3:21][NH2:22]. Product: [Cl:1][C:2]1[CH:7]=[C:6]([N:8]2[CH2:9][CH2:10][O:11][CH2:12][CH2:13]2)[N:5]=[C:4]([C:14]([NH:22][CH3:21])=[O:16])[CH:3]=1. (4) Reactant: S(Cl)([Cl:3])=O.[Cl:5][C:6]1[N:11]2[CH:12]=[C:13]([CH2:15][O:16][C:17]3[CH:24]=[CH:23][C:20]([CH2:21]O)=[CH:19][CH:18]=3)[N:14]=[C:10]2[CH:9]=[CH:8][CH:7]=1.C(N(CC)CC)C.C1(C)C=CC=CC=1. Product: [Cl:5][C:6]1[N:11]2[CH:12]=[C:13]([CH2:15][O:16][C:17]3[CH:24]=[CH:23][C:20]([CH2:21][Cl:3])=[CH:19][CH:18]=3)[N:14]=[C:10]2[CH:9]=[CH:8][CH:7]=1. The catalyst class is: 6. (5) Reactant: [F:1][C:2]1[C:3](=[O:9])[NH:4][C:5](=[O:8])[NH:6][CH:7]=1.[Si:10](Cl)([CH3:13])([CH3:12])[CH3:11]. Product: [Si:10]([C:7]1[NH:6][C:5](=[O:8])[N:4]([Si:10]([CH3:13])([CH3:12])[CH3:11])[C:3](=[O:9])[C:2]=1[F:1])([CH3:13])([CH3:12])[CH3:11]. The catalyst class is: 4.